Dataset: Forward reaction prediction with 1.9M reactions from USPTO patents (1976-2016). Task: Predict the product of the given reaction. (1) Given the reactants [C:1]([O-])([O-])=O.[K+].[K+].[Na+].[I-].[CH2:9]([N:16]1[C:24]2[CH:23]=[CH:22]N[C:20](=[O:25])[C:19]=2[CH:18]=[C:17]1[CH3:26])[C:10]1[CH:15]=[CH:14][CH:13]=[CH:12][CH:11]=1.Br[CH2:28][C:29]([O:31][CH2:32][CH3:33])=[O:30], predict the reaction product. The product is: [CH2:32]([O:31][C:29](=[O:30])[CH2:28][O:25][C:20]1[CH:1]=[CH:22][CH:23]=[C:24]2[C:19]=1[CH:18]=[C:17]([CH3:26])[N:16]2[CH2:9][C:10]1[CH:15]=[CH:14][CH:13]=[CH:12][CH:11]=1)[CH3:33]. (2) Given the reactants CCC.[CH2:4]1[CH2:9][CH2:8][CH2:7][CH2:6][CH2:5]1.[N+:10]([O-])([OH:12])=[O:11], predict the reaction product. The product is: [N+:10]([CH:4]1[CH2:9][CH2:8][CH2:7][CH2:6][CH2:5]1)([O-:12])=[O:11]. (3) The product is: [Cl:1][C:2]1[CH:7]=[CH:6][C:5]([N:8]2[CH2:9][CH2:10][C:11]([CH2:14][OH:15])([CH3:18])[CH2:12][CH2:13]2)=[CH:4][C:3]=1[O:19][CH3:20]. Given the reactants [Cl:1][C:2]1[CH:7]=[CH:6][C:5]([N:8]2[CH2:13][CH2:12][C:11]([CH3:18])([C:14](OC)=[O:15])[CH2:10][CH2:9]2)=[CH:4][C:3]=1[O:19][CH3:20].[H-].[Al+3].[Li+].[H-].[H-].[H-], predict the reaction product. (4) Given the reactants [Br:1][C:2]1[N:7]=[CH:6][C:5]2[CH:8]=[N:9][NH:10][C:4]=2[CH:3]=1.[OH-].[K+].[I:13]I, predict the reaction product. The product is: [Br:1][C:2]1[N:7]=[CH:6][C:5]2[C:8]([I:13])=[N:9][NH:10][C:4]=2[CH:3]=1. (5) Given the reactants CS(O[CH2:6][CH2:7][CH2:8][C:9]1[CH:14]=[CH:13][CH:12]=[C:11]([O:15][CH2:16][C:17]2[CH:22]=[CH:21][CH:20]=[CH:19][CH:18]=2)[CH:10]=1)(=O)=O.[I-:23].[Na+], predict the reaction product. The product is: [I:23][CH2:6][CH2:7][CH2:8][C:9]1[CH:10]=[C:11]([O:15][CH2:16][C:17]2[CH:22]=[CH:21][CH:20]=[CH:19][CH:18]=2)[CH:12]=[CH:13][CH:14]=1. (6) Given the reactants [N+:1]([C:4]1[CH:9]=[CH:8][C:7]([S:10]([CH3:13])(=[NH:12])=[O:11])=[CH:6][CH:5]=1)([O-:3])=[O:2].C(N(CC)CC)C.[C:21](Cl)(=[O:24])[CH2:22][CH3:23], predict the reaction product. The product is: [N+:1]([C:4]1[CH:5]=[CH:6][C:7]([S:10]([CH3:13])(=[N:12][C:21](=[O:24])[CH2:22][CH3:23])=[O:11])=[CH:8][CH:9]=1)([O-:3])=[O:2]. (7) Given the reactants [I:1][C:2]1[CH:12]=[CH:11][C:5]([C:6](OCC)=[O:7])=[CH:4][N:3]=1.[BH4-].[Na+], predict the reaction product. The product is: [I:1][C:2]1[N:3]=[CH:4][C:5]([CH2:6][OH:7])=[CH:11][CH:12]=1.